From a dataset of Forward reaction prediction with 1.9M reactions from USPTO patents (1976-2016). Predict the product of the given reaction. (1) Given the reactants [F:1][C:2]1[CH:9]=[C:8]([O:10][CH2:11][CH2:12][CH3:13])[CH:7]=[C:6]([F:14])[C:3]=1[CH2:4][OH:5].[C:15]([O:19][C:20]([N:22]1[CH2:27][CH2:26][N:25]([C:28](Cl)=[O:29])[C@H:24]([CH2:31][CH3:32])[CH2:23]1)=[O:21])([CH3:18])([CH3:17])[CH3:16], predict the reaction product. The product is: [F:1][C:2]1[CH:9]=[C:8]([O:10][CH2:11][CH2:12][CH3:13])[CH:7]=[C:6]([F:14])[C:3]=1[CH2:4][O:5][C:28]([N:25]1[CH2:26][CH2:27][N:22]([C:20]([O:19][C:15]([CH3:17])([CH3:16])[CH3:18])=[O:21])[CH2:23][C@H:24]1[CH2:31][CH3:32])=[O:29]. (2) Given the reactants Cl[C:2]1[C:3](=[O:15])[N:4]([C:8]2[CH:13]=[CH:12][C:11]([F:14])=[CH:10][CH:9]=2)[CH:5]=[CH:6][N:7]=1.[O:16]([CH2:23][C:24]([NH2:26])=[O:25])[C:17]1[CH:22]=[CH:21][CH:20]=[CH:19][CH:18]=1.C1(P(C2C=CC=CC=2)C2C3OC4C(=CC=CC=4P(C4C=CC=CC=4)C4C=CC=CC=4)C(C)(C)C=3C=CC=2)C=CC=CC=1.C([O-])([O-])=O.[Cs+].[Cs+], predict the reaction product. The product is: [F:14][C:11]1[CH:12]=[CH:13][C:8]([N:4]2[CH:5]=[CH:6][N:7]=[C:2]([NH:26][C:24](=[O:25])[CH2:23][O:16][C:17]3[CH:18]=[CH:19][CH:20]=[CH:21][CH:22]=3)[C:3]2=[O:15])=[CH:9][CH:10]=1. (3) Given the reactants [Cl:1][C:2]1[CH:11]=[C:10]2[C:5]([CH2:6][CH2:7][NH:8][CH2:9]2)=[CH:4][CH:3]=1.C(Cl)Cl, predict the reaction product. The product is: [Cl:1][C:2]1[CH:11]=[C:10]2[C:5]([CH2:6][CH2:7][N:8]=[CH:9]2)=[CH:4][CH:3]=1. (4) Given the reactants C(OC([N:8]1[CH2:26][CH2:25][C@@H:11]2[N:12]([CH3:24])[C:13]3[C:14]([C:20]([F:23])([F:22])[F:21])=[CH:15][C:16]([OH:19])=[CH:17][C:18]=3[C@@H:10]2[CH2:9]1)=O)(C)(C)C.Br[CH2:28][C:29]1[CH:30]=[N:31][CH:32]=[CH:33][CH:34]=1.C([O-])([O-])=O.[K+].[K+], predict the reaction product. The product is: [CH3:24][N:12]1[C:13]2[C:14]([C:20]([F:21])([F:23])[F:22])=[CH:15][C:16]([O:19][CH2:28][C:29]3[CH:30]=[N:31][CH:32]=[CH:33][CH:34]=3)=[CH:17][C:18]=2[C@@H:10]2[CH2:9][NH:8][CH2:26][CH2:25][C@H:11]12. (5) Given the reactants [F:1][C:2]1[CH:7]=[C:6]([I:8])[CH:5]=[CH:4][C:3]=1[NH:9][C:10]1[C:11]([NH:21][S:22]([CH:25]2[CH2:27][CH:26]2[CH2:28][O:29]CC2C=CC=CC=2)(=[O:24])=[O:23])=[C:12]2[O:20][CH2:19][CH2:18][N:13]2[C:14](=[O:17])[C:15]=1[CH3:16].B(F)(F)F.C(S)C, predict the reaction product. The product is: [F:1][C:2]1[CH:7]=[C:6]([I:8])[CH:5]=[CH:4][C:3]=1[NH:9][C:10]1[C:11]([NH:21][S:22]([CH:25]2[CH2:27][CH:26]2[CH2:28][OH:29])(=[O:24])=[O:23])=[C:12]2[O:20][CH2:19][CH2:18][N:13]2[C:14](=[O:17])[C:15]=1[CH3:16]. (6) The product is: [Cl:1][C:2]1[CH:19]=[CH:18][C:5]2[N:6]([CH2:21][CH3:22])[C:7](=[O:17])[CH2:8][N:9]=[C:10]([C:11]3[CH:16]=[CH:15][CH:14]=[CH:13][CH:12]=3)[C:4]=2[CH:3]=1. Given the reactants [Cl:1][C:2]1[CH:19]=[CH:18][C:5]2[NH:6][C:7](=[O:17])[CH2:8][N:9]=[C:10]([C:11]3[CH:16]=[CH:15][CH:14]=[CH:13][CH:12]=3)[C:4]=2[CH:3]=1.I[CH2:21][CH3:22], predict the reaction product. (7) Given the reactants [Li+].[OH-].C[O:4][C:5](=[O:24])[CH2:6][CH2:7][CH2:8][CH2:9][CH:10]=[C:11]([C:18]1[CH:23]=[CH:22][CH:21]=[CH:20][N:19]=1)[C:12]1[CH:17]=[CH:16][CH:15]=[CH:14][N:13]=1.Cl.CCOC(C)=O, predict the reaction product. The product is: [N:13]1[CH:14]=[CH:15][CH:16]=[CH:17][C:12]=1[C:11]([C:18]1[CH:23]=[CH:22][CH:21]=[CH:20][N:19]=1)=[CH:10][CH2:9][CH2:8][CH2:7][CH2:6][C:5]([OH:24])=[O:4].